From a dataset of Reaction yield outcomes from USPTO patents with 853,638 reactions. Predict the reaction yield, written as a fraction of the theoretical maximum amount of product (1.0 means a 100% yield; for example, 0.34 means a 34% yield). (1) The reactants are [CH3:1][O:2][C:3]1[CH:15]=[CH:14][C:6]([CH2:7][S:8][C:9](=[NH:13])[CH2:10][C:11]#[N:12])=[CH:5][CH:4]=1.[O:16]([C:23]([N:25]=[C:26]=[S:27])=[O:24])[C:17]1[CH:22]=[CH:21][CH:20]=[CH:19][CH:18]=1. The catalyst is C(OCC)(=O)C.CCOCC. The product is [CH3:1][O:2][C:3]1[CH:15]=[CH:14][C:6]([CH2:7][S:8][C:9](=[NH:13])[C:10]([C:11]#[N:12])=[C:26]([SH:27])[NH:25][C:23]([O:16][C:17]2[CH:22]=[CH:21][CH:20]=[CH:19][CH:18]=2)=[O:24])=[CH:5][CH:4]=1. The yield is 0.730. (2) The catalyst is C(O)C.O. The reactants are [C:1]([O:5][C:6](=[O:33])[NH:7][C:8]1([C:12]2[CH:17]=[CH:16][C:15]([C:18]3[C:23]([C:24]4[CH:29]=[CH:28][CH:27]=[CH:26][CH:25]=4)=[CH:22][C:21]([C:30]#[N:31])=[C:20]([OH:32])[N:19]=3)=[CH:14][CH:13]=2)[CH2:11][CH2:10][CH2:9]1)([CH3:4])([CH3:3])[CH3:2].[OH-].[Na+].OO.C(O)(=[O:40])C. The yield is 0.720. The product is [C:1]([O:5][C:6](=[O:33])[NH:7][C:8]1([C:12]2[CH:13]=[CH:14][C:15]([C:18]3[C:23]([C:24]4[CH:25]=[CH:26][CH:27]=[CH:28][CH:29]=4)=[CH:22][C:21]([C:30](=[O:40])[NH2:31])=[C:20]([OH:32])[N:19]=3)=[CH:16][CH:17]=2)[CH2:11][CH2:10][CH2:9]1)([CH3:4])([CH3:2])[CH3:3]. (3) The reactants are [CH2:1]([C:5]1[N:6]=[C:7]([CH3:27])[NH:8][C:9](=[O:26])[C:10]=1[CH2:11][C:12]1[CH:17]=[CH:16][C:15]([C:18]2[C:19]([C:24]#[N:25])=[CH:20][CH:21]=[CH:22][CH:23]=2)=[CH:14][CH:13]=1)[CH2:2][CH2:3][CH3:4].[CH3:28][C:29]1([CH3:42])[CH2:38][CH2:37][C:36]2[C:31](=[CH:32][CH:33]=[C:34](B(O)O)[CH:35]=2)[O:30]1.[N:43]1C=CC=CC=1.C(N(CC)CC)C.[C:56]([O:59]CC)(=[O:58])C. The catalyst is C([O-])(=O)C.[Cu+2].C([O-])(=O)C.ClCCl. The product is [CH2:1]([C:5]1[N:6]=[C:7]([CH3:27])[N:8]([C:34]2[CH:35]=[C:36]3[C:31](=[CH:32][CH:33]=2)[O:30][C:29]([CH3:42])([CH3:28])[CH2:38][CH2:37]3)[C:9](=[O:26])[C:10]=1[CH2:11][C:12]1[CH:17]=[CH:16][C:15]([C:18]2[CH:23]=[CH:22][CH:21]=[CH:20][C:19]=2[C:24]2[NH:43][C:56](=[O:58])[O:59][N:25]=2)=[CH:14][CH:13]=1)[CH2:2][CH2:3][CH3:4]. The yield is 0.800.